This data is from Catalyst prediction with 721,799 reactions and 888 catalyst types from USPTO. The task is: Predict which catalyst facilitates the given reaction. (1) Reactant: [Cl:1][C:2]1[CH:12]=[C:11]([Cl:13])[CH:10]=[CH:9][C:3]=1[O:4][CH2:5][C:6]([OH:8])=O.[NH2:14][C:15]1[CH:16]=[C:17]([OH:21])[CH:18]=[CH:19][CH:20]=1.F[P-](F)(F)(F)(F)F.[PH4+].C(N(CC)C(C)C)(C)C. Product: [Cl:1][C:2]1[CH:12]=[C:11]([Cl:13])[CH:10]=[CH:9][C:3]=1[O:4][CH2:5][C:6]([NH:14][C:15]1[CH:20]=[CH:19][CH:18]=[C:17]([OH:21])[CH:16]=1)=[O:8]. The catalyst class is: 3. (2) Reactant: [C:1]([C:5]1[CH:10]=[CH:9][C:8](/[C:11](/[C:19]2[NH:24][C:23](=[O:25])[C:22]([O:26][CH:27]([F:29])[F:28])=[CH:21][CH:20]=2)=[CH:12]\[C@H:13]2[CH2:17][CH2:16][C:15](=[O:18])[NH:14]2)=[CH:7][CH:6]=1)([CH3:4])([CH3:3])[CH3:2].CCCCCC. Product: [C:1]([C:5]1[CH:6]=[CH:7][C:8]([CH:11]([C:19]2[NH:24][C:23](=[O:25])[C:22]([O:26][CH:27]([F:28])[F:29])=[CH:21][CH:20]=2)[CH2:12][C@H:13]2[CH2:17][CH2:16][C:15](=[O:18])[NH:14]2)=[CH:9][CH:10]=1)([CH3:4])([CH3:2])[CH3:3]. The catalyst class is: 8. (3) Reactant: F[C:2]1[CH:9]=[CH:8][CH:7]=[CH:6][C:3]=1[C:4]#[N:5].C(=O)([O-])[O-].[K+].[K+].[F:16][C:17]1[CH:29]=[C:28]([OH:30])[C:27]([F:31])=[CH:26][C:18]=1[C:19]([NH:21][S:22]([CH3:25])(=[O:24])=[O:23])=[O:20]. The catalyst class is: 16. Product: [C:4]([C:3]1[CH:6]=[CH:7][CH:8]=[CH:9][C:2]=1[O:30][C:28]1[C:27]([F:31])=[CH:26][C:18]([C:19]([NH:21][S:22]([CH3:25])(=[O:23])=[O:24])=[O:20])=[C:17]([F:16])[CH:29]=1)#[N:5]. (4) Reactant: [CH:1]([N:4]1[CH2:9][CH2:8][N:7]([C:10]([C:12]2[CH:13]=[C:14]3[C:18](=[CH:19][CH:20]=2)[NH:17][C:16]([C:21]([OH:23])=O)=[CH:15]3)=[O:11])[CH2:6][CH2:5]1)([CH3:3])[CH3:2].Cl.F[B-](F)(F)F.N1(OC(N(C)C)=[N+](C)C)C2C=CC=CC=2N=N1.[NH:47]1[CH2:52][CH2:51][S:50](=[O:54])(=[O:53])[CH2:49][CH2:48]1.C(N(CC)C(C)C)(C)C.C(=O)(O)[O-].[Na+]. Product: [O:53]=[S:50]1(=[O:54])[CH2:51][CH2:52][N:47]([C:21]([C:16]2[NH:17][C:18]3[C:14]([CH:15]=2)=[CH:13][C:12]([C:10]([N:7]2[CH2:8][CH2:9][N:4]([CH:1]([CH3:2])[CH3:3])[CH2:5][CH2:6]2)=[O:11])=[CH:20][CH:19]=3)=[O:23])[CH2:48][CH2:49]1. The catalyst class is: 9.